From a dataset of Catalyst prediction with 721,799 reactions and 888 catalyst types from USPTO. Predict which catalyst facilitates the given reaction. (1) The catalyst class is: 37. Product: [C:1]([O:5][C:6]([N:8]1[CH2:11][CH2:10][CH2:9]1)=[O:7])([CH3:4])([CH3:2])[CH3:3]. Reactant: [C:1]([O:5][C:6]([N:8]1[CH2:11][CH:10](CN2C=C(C3C=CC(F)=C(C)C=3)N=C2[C@H]2CCNC[C@H]2F)[CH2:9]1)=[O:7])([CH3:4])([CH3:3])[CH3:2].N1CCCN2CCCCCC=12.ClC1N=CN=C(N)C=1C(C)C. (2) Reactant: [H-].[Na+].[NH:3]1[C:11]2[C:6](=[CH:7][CH:8]=[CH:9][CH:10]=2)[C:5]([CH2:12][CH2:13][C:14]([O:16][CH3:17])=[O:15])=[CH:4]1.Br[CH2:19][CH2:20][CH2:21][Cl:22]. Product: [Cl:22][CH2:21][CH2:20][CH2:19][N:3]1[C:11]2[C:6](=[CH:7][CH:8]=[CH:9][CH:10]=2)[C:5]([CH2:12][CH2:13][C:14]([O:16][CH3:17])=[O:15])=[CH:4]1. The catalyst class is: 9. (3) Reactant: [S:1]1[CH:5]=[CH:4][CH:3]=[C:2]1[C:6]([OH:8])=O.C(N1C=CN=C1)(N1C=CN=C1)=O.[Cl-].[Mg+2].[Cl-].[CH2:24]([O:26][C:27](=[O:32])[CH2:28]C([O-])=O)[CH3:25]. Product: [O:8]=[C:6]([C:2]1[S:1][CH:5]=[CH:4][CH:3]=1)[CH2:28][C:27]([O:26][CH2:24][CH3:25])=[O:32]. The catalyst class is: 30. (4) Reactant: [Cl:1][C:2]1[C:7]([C:8]([F:11])([F:10])[F:9])=[CH:6][CH:5]=[CH:4][C:3]=1[C:12](=S)[NH:13][CH2:14][C:15]1[S:16][CH:17]=[CH:18][C:19]=1[CH2:20][N:21]([CH3:23])[CH3:22].[N:25]([Si](C)(C)C)=[N+:26]=[N-:27]. Product: [Cl:1][C:2]1[C:7]([C:8]([F:11])([F:10])[F:9])=[CH:6][CH:5]=[CH:4][C:3]=1[C:12]1[N:13]([CH2:14][C:15]2[S:16][CH:17]=[CH:18][C:19]=2[CH2:20][N:21]([CH3:23])[CH3:22])[N:27]=[N:26][N:25]=1. The catalyst class is: 1. (5) Reactant: [C:1]1([C:7]([C:19]2[CH:24]=[CH:23][CH:22]=[CH:21][CH:20]=2)([CH3:18])[C:8]([NH:10][CH2:11][CH2:12][C:13]2[S:14][CH:15]=[CH:16][CH:17]=2)=[O:9])[CH:6]=[CH:5][CH:4]=[CH:3][CH:2]=1.[H-].[Na+].I[CH3:28]. Product: [CH3:28][N:10]([CH2:11][CH2:12][C:13]1[S:14][CH:15]=[CH:16][CH:17]=1)[C:8](=[O:9])[C:7]([C:1]1[CH:2]=[CH:3][CH:4]=[CH:5][CH:6]=1)([C:19]1[CH:20]=[CH:21][CH:22]=[CH:23][CH:24]=1)[CH3:18]. The catalyst class is: 18. (6) The catalyst class is: 8. Reactant: C([O:4][CH2:5][CH2:6][O:7][C:8]1[C:12]([C:13]2[CH:18]=[CH:17][C:16]([CH3:19])=[CH:15][CH:14]=2)=[C:11]([N:20](S(C2C=CC(C(C)(C)C)=CC=2)(=O)=O)[S:21]([C:24]2[CH:29]=[CH:28][C:27]([C:30]([CH3:33])([CH3:32])[CH3:31])=[CH:26][CH:25]=2)(=[O:23])=[O:22])[N:10]([CH2:47][CH2:48][O:49][Si:50]([C:53]([CH3:56])([CH3:55])[CH3:54])([CH3:52])[CH3:51])[N:9]=1)(=O)C.[OH-].[Na+]. Product: [C:30]([C:27]1[CH:26]=[CH:25][C:24]([S:21]([NH:20][C:11]2[N:10]([CH2:47][CH2:48][O:49][Si:50]([C:53]([CH3:56])([CH3:55])[CH3:54])([CH3:52])[CH3:51])[N:9]=[C:8]([O:7][CH2:6][CH2:5][OH:4])[C:12]=2[C:13]2[CH:14]=[CH:15][C:16]([CH3:19])=[CH:17][CH:18]=2)(=[O:22])=[O:23])=[CH:29][CH:28]=1)([CH3:31])([CH3:32])[CH3:33]. (7) Reactant: CC1C=CC(S(O[CH2:12][CH:13]([CH2:24][OH:25])[CH2:14][CH2:15][O:16][C:17]2[CH:22]=[CH:21][C:20]([Br:23])=[CH:19][CH:18]=2)(=O)=O)=CC=1.C([Li])CCC. Product: [Br:23][C:20]1[CH:19]=[CH:18][C:17]([O:16][CH2:15][CH2:14][CH:13]2[CH2:12][O:25][CH2:24]2)=[CH:22][CH:21]=1. The catalyst class is: 7. (8) Reactant: [CH3:1][O:2][C:3](=[O:20])[CH2:4][CH:5]([N:8]1[C:17](=[O:18])[C:16]2[C:11](=[CH:12][CH:13]=[CH:14][CH:15]=2)[NH:10][C:9]1=[O:19])[CH2:6][CH3:7].Br[CH2:22][C:23]1[C:27]2[C:28]([CH3:33])=[CH:29][C:30]([CH3:32])=[CH:31][C:26]=2[S:25][N:24]=1.C([O-])([O-])=O.[K+].[K+].O. Product: [CH3:1][O:2][C:3](=[O:20])[CH2:4][CH:5]([N:8]1[C:17](=[O:18])[C:16]2[C:11](=[CH:12][CH:13]=[CH:14][CH:15]=2)[N:10]([CH2:22][C:23]2[C:27]3[C:28]([CH3:33])=[CH:29][C:30]([CH3:32])=[CH:31][C:26]=3[S:25][N:24]=2)[C:9]1=[O:19])[CH2:6][CH3:7]. The catalyst class is: 3.